Dataset: Forward reaction prediction with 1.9M reactions from USPTO patents (1976-2016). Task: Predict the product of the given reaction. (1) Given the reactants [C:1]1([S:7]([N:10]2[C:14]3=[CH:15][N:16]=[CH:17][C:18]([Br:19])=[C:13]3[CH:12]=[CH:11]2)(=[O:9])=[O:8])[CH:6]=[CH:5][CH:4]=[CH:3][CH:2]=1.[CH:20]([N-]C(C)C)(C)[CH3:21].[Li+].C(I)C, predict the reaction product. The product is: [C:1]1([S:7]([N:10]2[C:14]3=[CH:15][N:16]=[CH:17][C:18]([Br:19])=[C:13]3[CH:12]=[C:11]2[CH2:20][CH3:21])(=[O:9])=[O:8])[CH:2]=[CH:3][CH:4]=[CH:5][CH:6]=1. (2) Given the reactants C[O:2][C:3](=[O:45])[C:4]1[CH:9]=[CH:8][C:7](OC2C=CC(C[C@@H](C3N(CCCC)C=C(C4C=CC(Cl)=CC=4Cl)N=3)NC(=O)CCCC(O)=O)=CC=2)=[CH:6][CH:5]=1.C(N)C1C=CC=CC=1, predict the reaction product. The product is: [C:3]([OH:45])(=[O:2])[C:4]1[CH:9]=[CH:8][CH:7]=[CH:6][CH:5]=1. (3) Given the reactants [C:1]([O:4][C@@H:5]1[C@@H:10]([O:11][C:12](=[O:14])[CH3:13])[C@H:9]([O:15][C:16](=[O:18])[CH3:17])[C@@H:8]([CH2:19][O:20][C:21](=[O:23])[CH3:22])[O:7][C@H:6]1[O:24][C:25]1[C:29]([CH2:30][C:31]2[CH:36]=[CH:35][C:34]([O:37][CH2:38][CH2:39][CH2:40]OS(C)(=O)=O)=[CH:33][C:32]=2[CH3:46])=[C:28]([CH:47]([CH3:49])[CH3:48])[NH:27][N:26]=1)(=[O:3])[CH3:2].[NH2:50][CH2:51][C:52]([CH3:64])([CH3:63])[C:53]([O:55][CH2:56][C:57]1[CH:62]=[CH:61][CH:60]=[CH:59][CH:58]=1)=[O:54].[I-].[Na+].O, predict the reaction product. The product is: [C:1]([O:4][C@@H:5]1[C@@H:10]([O:11][C:12](=[O:14])[CH3:13])[C@H:9]([O:15][C:16](=[O:18])[CH3:17])[C@@H:8]([CH2:19][O:20][C:21](=[O:23])[CH3:22])[O:7][C@H:6]1[O:24][C:25]1[C:29]([CH2:30][C:31]2[CH:36]=[CH:35][C:34]([O:37][CH2:38][CH2:39][CH2:40][NH:50][CH2:51][C:52]([C:53]([O:55][CH2:56][C:57]3[CH:62]=[CH:61][CH:60]=[CH:59][CH:58]=3)=[O:54])([CH3:64])[CH3:63])=[CH:33][C:32]=2[CH3:46])=[C:28]([CH:47]([CH3:48])[CH3:49])[NH:27][N:26]=1)(=[O:3])[CH3:2]. (4) Given the reactants [CH3:1][O:2][CH2:3][CH2:4][O:5][C:6]1[CH:11]=[CH:10][C:9]([N+:12]([O-])=O)=[C:8]([N+:15]([O-])=O)[CH:7]=1.[O:18]1[CH2:23][CH2:22][N:21]([CH2:24][CH2:25][N:26]2[C:34]3[C:29](=[CH:30][C:31]([NH:35][C:36]([C:38]4[CH:45]=[CH:44][C:41]([CH:42]=O)=[CH:40][CH:39]=4)=[O:37])=[CH:32][CH:33]=3)[CH:28]=[CH:27]2)[CH2:20][CH2:19]1, predict the reaction product. The product is: [CH3:1][O:2][CH2:3][CH2:4][O:5][C:6]1[CH:11]=[CH:10][C:9]2[N:12]=[C:42]([C:41]3[CH:40]=[CH:39][C:38]([C:36]([NH:35][C:31]4[CH:30]=[C:29]5[C:34](=[CH:33][CH:32]=4)[N:26]([CH2:25][CH2:24][N:21]4[CH2:20][CH2:19][O:18][CH2:23][CH2:22]4)[CH:27]=[CH:28]5)=[O:37])=[CH:45][CH:44]=3)[NH:15][C:8]=2[CH:7]=1. (5) Given the reactants [F:1][C:2]1[CH:3]=[C:4]([C:13]([CH3:17])([CH3:16])[C:14]#[N:15])[CH:5]=[C:6]2[C:11]=1[C:10](=[O:12])[NH:9][CH:8]=[CH:7]2.C[Si]([N-][Si](C)(C)C)(C)C.[Li+].F[C:29]1[N:36]=[CH:35][CH:34]=[C:33]([I:37])[C:30]=1[CH:31]=[O:32].[NH4+].[Cl-], predict the reaction product. The product is: [F:1][C:2]1[CH:3]=[C:4]([C:13]([CH3:17])([CH3:16])[C:14]#[N:15])[CH:5]=[C:6]2[C:11]=1[C:10](=[O:12])[N:9]([C:29]1[C:30]([CH:31]=[O:32])=[C:33]([I:37])[CH:34]=[CH:35][N:36]=1)[CH:8]=[CH:7]2. (6) Given the reactants Br[C:2]1[CH:11]=[CH:10][C:5]([C:6]([O:8][CH3:9])=[O:7])=[CH:4][C:3]=1[CH2:12][O:13][CH3:14].[Cl:15][C:16]1[CH:21]=[CH:20][CH:19]=[CH:18][C:17]=1B(O)O.C(=O)([O-])[O-].[K+].[K+], predict the reaction product. The product is: [Cl:15][C:16]1[CH:21]=[CH:20][CH:19]=[CH:18][C:17]=1[C:2]1[CH:11]=[CH:10][C:5]([C:6]([O:8][CH3:9])=[O:7])=[CH:4][C:3]=1[CH2:12][O:13][CH3:14]. (7) The product is: [C:12]1([CH2:11][C:4](=[O:9])[CH2:5][CH2:6][CH2:7][CH3:8])[CH:17]=[CH:16][CH:15]=[CH:14][CH:13]=1. Given the reactants CON(C)[C:4](=[O:9])[CH2:5][CH2:6][CH2:7][CH3:8].[CH2:11]([Mg]Cl)[C:12]1[CH:17]=[CH:16][CH:15]=[CH:14][CH:13]=1.Cl, predict the reaction product. (8) Given the reactants [C:1]([O:7][CH2:8][C@H:9]([C:15]1[C:24]([CH3:25])=[CH:23][C:18]2[N:19]=[C:20](Cl)[S:21][C:17]=2[C:16]=1[Br:26])[O:10][C:11]([CH3:14])([CH3:13])[CH3:12])(=[O:6])[C:2]([CH3:5])([CH3:4])[CH3:3].[CH3:27][N:28]1[C:36]2[C:31](=[CH:32][C:33]([C:37]3[CH:42]=[CH:41][CH:40]=[C:39](B4OC(C)(C)C(C)(C)O4)[CH:38]=3)=[CH:34][CH:35]=2)[CH:30]=[N:29]1.C([O-])([O-])=O.[K+].[K+].CCOC(C)=O, predict the reaction product. The product is: [C:1]([O:7][CH2:8][C@H:9]([C:15]1[C:24]([CH3:25])=[CH:23][C:18]2[N:19]=[C:20]([C:41]3[CH:40]=[CH:39][CH:38]=[C:37]([C:33]4[CH:32]=[C:31]5[C:36](=[CH:35][CH:34]=4)[N:28]([CH3:27])[N:29]=[CH:30]5)[CH:42]=3)[S:21][C:17]=2[C:16]=1[Br:26])[O:10][C:11]([CH3:14])([CH3:13])[CH3:12])(=[O:6])[C:2]([CH3:5])([CH3:4])[CH3:3]. (9) Given the reactants [Cl:1][C:2]1[N:7]=[CH:6][C:5]([CH:8]=O)=[CH:4][CH:3]=1.[CH3:10][O:11][C:12](=[O:33])[CH:13]=P(C1C=CC=CC=1)(C1C=CC=CC=1)C1C=CC=CC=1, predict the reaction product. The product is: [CH3:10][O:11][C:12](=[O:33])[CH:13]=[CH:8][C:5]1[CH:6]=[N:7][C:2]([Cl:1])=[CH:3][CH:4]=1.